From a dataset of Reaction yield outcomes from USPTO patents with 853,638 reactions. Predict the reaction yield, written as a fraction of the theoretical maximum amount of product (1.0 means a 100% yield; for example, 0.34 means a 34% yield). The reactants are [Cl:1][C:2]1[CH:3]=[N+:4]([O-:27])[CH:5]=[C:6]([Cl:26])[C:7]=1[CH2:8][C@@H:9]([C:11]1[CH:16]=[CH:15][C:14]([O:17][CH:18]([F:20])[F:19])=[C:13]([O:21][CH2:22][CH:23]2[CH2:25][CH2:24]2)[CH:12]=1)[OH:10].[CH3:28][S:29]([O:32][C:33]1[CH:34]=[C:35]([CH:39]=[CH:40][C:41]=1[CH2:42][N:43]1[CH2:48][CH2:47][O:46][CH2:45][CH2:44]1)[C:36](O)=[O:37])(=[O:31])=[O:30].Cl.C(N=C=NCCCN(C)C)C. The catalyst is CN(C)C1C=CN=CC=1.CN(C=O)C.O. The product is [Cl:1][C:2]1[CH:3]=[N+:4]([O-:27])[CH:5]=[C:6]([Cl:26])[C:7]=1[CH2:8][C@@H:9]([C:11]1[CH:16]=[CH:15][C:14]([O:17][CH:18]([F:20])[F:19])=[C:13]([O:21][CH2:22][CH:23]2[CH2:25][CH2:24]2)[CH:12]=1)[O:10][C:36](=[O:37])[C:35]1[CH:39]=[CH:40][C:41]([CH2:42][N:43]2[CH2:44][CH2:45][O:46][CH2:47][CH2:48]2)=[C:33]([O:32][S:29]([CH3:28])(=[O:31])=[O:30])[CH:34]=1. The yield is 0.293.